Dataset: Acute oral toxicity (LD50) regression data from Zhu et al.. Task: Regression/Classification. Given a drug SMILES string, predict its toxicity properties. Task type varies by dataset: regression for continuous values (e.g., LD50, hERG inhibition percentage) or binary classification for toxic/non-toxic outcomes (e.g., AMES mutagenicity, cardiotoxicity, hepatotoxicity). Dataset: ld50_zhu. (1) The compound is O=C1C2CC3C1C1(Cl)C(Cl)C4(Cl)C2C3C1(Cl)C4(Cl)Cl. The rat oral LD50 is 4.58, given as -log10 of the dose in mol/kg body weight (higher means more acutely toxic). (2) The compound is ClCCOCOCCCl. The rat oral LD50 is 3.42, given as -log10 of the dose in mol/kg body weight (higher means more acutely toxic). (3) The drug is COP(=S)(OC)SC(C)CSCC(C)SP(=S)(OC)OC. The rat oral LD50 is 3.06, given as -log10 of the dose in mol/kg body weight (higher means more acutely toxic). (4) The compound is COCCSCCO. The rat oral LD50 is 1.02, given as -log10 of the dose in mol/kg body weight (higher means more acutely toxic).